Dataset: Reaction yield outcomes from USPTO patents with 853,638 reactions. Task: Predict the reaction yield, written as a fraction of the theoretical maximum amount of product (1.0 means a 100% yield; for example, 0.34 means a 34% yield). The reactants are OC(C(F)(F)F)=O.[NH2:8][CH:9]1[C:36]2[C:31](=[C:32]([Br:37])[CH:33]=[CH:34][CH:35]=2)[C:11]2([CH2:16][CH2:15][N:14]([C:17](=[O:30])/[CH:18]=[CH:19]/[C:20]3[CH:25]=[CH:24][CH:23]=[CH:22][C:21]=3[C:26]([F:29])([F:28])[F:27])[CH2:13][CH2:12]2)[CH2:10]1.CCN(C(C)C)C(C)C.[CH3:47][N:48]=[C:49]=[O:50]. The yield is 0.590. The catalyst is C(Cl)Cl. The product is [Br:37][C:32]1[CH:33]=[CH:34][CH:35]=[C:36]2[C:31]=1[C:11]1([CH2:16][CH2:15][N:14]([C:17](=[O:30])/[CH:18]=[CH:19]/[C:20]3[CH:25]=[CH:24][CH:23]=[CH:22][C:21]=3[C:26]([F:27])([F:28])[F:29])[CH2:13][CH2:12]1)[CH2:10][CH:9]2[NH:8][C:49]([NH:48][CH3:47])=[O:50].